Dataset: Forward reaction prediction with 1.9M reactions from USPTO patents (1976-2016). Task: Predict the product of the given reaction. The product is: [Cl:1][C:2]1[CH:3]=[CH:4][C:5]([S:8]([NH:11][CH:12]2[CH2:21][CH2:20][C:19]3[C:14](=[CH:15][CH:16]=[CH:17][C:18]=3[CH2:22][CH:23]3[CH2:27][C:26]([OH:28])=[C:25]([C:33]4[CH:34]=[CH:35][C:36]([F:39])=[CH:37][CH:38]=4)[C:24]3=[O:40])[CH2:13]2)(=[O:10])=[O:9])=[CH:6][CH:7]=1. Given the reactants [Cl:1][C:2]1[CH:7]=[CH:6][C:5]([S:8]([NH:11][CH:12]2[CH2:21][CH2:20][C:19]3[C:14](=[CH:15][CH:16]=[CH:17][C:18]=3[CH2:22][CH:23]3[CH2:27][C:26]([O:28]CC(C)C)=[C:25]([C:33]4[CH:38]=[CH:37][C:36]([F:39])=[CH:35][CH:34]=4)[C:24]3=[O:40])[CH2:13]2)(=[O:10])=[O:9])=[CH:4][CH:3]=1.Cl, predict the reaction product.